Dataset: Catalyst prediction with 721,799 reactions and 888 catalyst types from USPTO. Task: Predict which catalyst facilitates the given reaction. (1) Reactant: C([O-])([O-])=O.[Cs+].[Cs+].[Cl:7][C:8]1[C:15]([CH3:16])=[C:14](F)[CH:13]=[CH:12][C:9]=1[C:10]#[N:11].Cl.[NH2:19][C@H:20]([C@H:24]([O:29][CH2:30][C:31]1[CH:36]=[CH:35][CH:34]=[CH:33][CH:32]=1)[C:25]([F:28])([F:27])[F:26])[C:21]([OH:23])=[O:22]. Product: [CH2:30]([O:29][C@H:24]([C:25]([F:26])([F:28])[F:27])[C@@H:20]([NH:19][C:14]1[CH:13]=[CH:12][C:9]([C:10]#[N:11])=[C:8]([Cl:7])[C:15]=1[CH3:16])[C:21]([OH:23])=[O:22])[C:31]1[CH:32]=[CH:33][CH:34]=[CH:35][CH:36]=1. The catalyst class is: 16. (2) Reactant: C1(P(C2C=CC=CC=2)C2C=CC=CC=2)C=CC=CC=1.BrN1C(=O)CCC1=O.[CH:28]1([CH2:33][CH:34]([C:38]2[CH:43]=[CH:42][CH:41]=[C:40]([S:44]([C:47]([F:50])([F:49])[F:48])(=[O:46])=[O:45])[CH:39]=2)[C:35]([OH:37])=O)[CH2:32][CH2:31][CH2:30][CH2:29]1.[NH2:51][C:52]1[S:53][CH:54]=[CH:55][N:56]=1. Product: [CH:28]1([CH2:33][CH:34]([C:38]2[CH:43]=[CH:42][CH:41]=[C:40]([S:44]([C:47]([F:49])([F:50])[F:48])(=[O:45])=[O:46])[CH:39]=2)[C:35]([NH:51][C:52]2[S:53][CH:54]=[CH:55][N:56]=2)=[O:37])[CH2:32][CH2:31][CH2:30][CH2:29]1. The catalyst class is: 2. (3) Reactant: Cl.[Br:2][C:3]1[CH:8]=[CH:7][C:6]([CH:9]2[CH2:13][CH2:12][CH2:11][NH:10]2)=[CH:5][CH:4]=1.C(N(CC)CC)C.[CH3:21][S:22](Cl)(=[O:24])=[O:23]. Product: [Br:2][C:3]1[CH:4]=[CH:5][C:6]([CH:9]2[CH2:13][CH2:12][CH2:11][N:10]2[S:22]([CH3:21])(=[O:24])=[O:23])=[CH:7][CH:8]=1. The catalyst class is: 2. (4) Reactant: CN(C=O)C.S(Cl)([Cl:8])=O.[CH2:10]([O:21][C:22]1[CH:23]=[C:24]([CH:27]=[C:28]([O:30][CH2:31][CH2:32][CH2:33][CH2:34][CH2:35][CH2:36][CH2:37][CH2:38][CH2:39][CH2:40][CH3:41])[CH:29]=1)[CH2:25]O)[CH2:11][CH2:12][CH2:13][CH2:14][CH2:15][CH2:16][CH2:17][CH2:18][CH2:19][CH3:20].N1C=CC=CC=1. Product: [CH2:10]([O:21][C:22]1[CH:23]=[C:24]([CH:27]=[C:28]([O:30][CH2:31][CH2:32][CH2:33][CH2:34][CH2:35][CH2:36][CH2:37][CH2:38][CH2:39][CH2:40][CH3:41])[CH:29]=1)[CH2:25][Cl:8])[CH2:11][CH2:12][CH2:13][CH2:14][CH2:15][CH2:16][CH2:17][CH2:18][CH2:19][CH3:20]. The catalyst class is: 4. (5) Reactant: [N+:1]([C:4]1[CH:5]=[C:6]([CH2:10][S:11]([CH2:14][CH2:15][OH:16])(=[O:13])=[O:12])[CH:7]=[CH:8][CH:9]=1)([O-])=O.[H][H]. Product: [NH2:1][C:4]1[CH:5]=[C:6]([CH2:10][S:11]([CH2:14][CH2:15][OH:16])(=[O:13])=[O:12])[CH:7]=[CH:8][CH:9]=1. The catalyst class is: 94. (6) Reactant: [Br:1][C:2]1[CH:3]=[C:4]([N+:9]([O-:11])=[O:10])[C:5](Cl)=[N:6][CH:7]=1.[C:12]([O:16][C:17](=[O:26])[NH:18][CH2:19][CH:20]1[CH2:25][CH2:24][NH:23][CH2:22][CH2:21]1)([CH3:15])([CH3:14])[CH3:13].C(=O)([O-])[O-].[K+].[K+]. Product: [C:12]([O:16][C:17](=[O:26])[NH:18][CH2:19][CH:20]1[CH2:21][CH2:22][N:23]([C:5]2[C:4]([N+:9]([O-:11])=[O:10])=[CH:3][C:2]([Br:1])=[CH:7][N:6]=2)[CH2:24][CH2:25]1)([CH3:15])([CH3:13])[CH3:14]. The catalyst class is: 35. (7) Reactant: COC1C=C(OC)C=CC=1C[N:6]([C:32]1[S:36][N:35]=[CH:34][N:33]=1)[S:7]([C:10]1[CH:15]=[C:14]([F:16])[C:13]([O:17][C@H:18]2[CH2:24][CH2:23][CH2:22][CH2:21][CH2:20][C@@H:19]2[C:25]2[N:29]([CH3:30])[N:28]=[CH:27][CH:26]=2)=[CH:12][C:11]=1[F:31])(=[O:9])=[O:8].C([SiH](CC)CC)C.FC(F)(F)C(O)=O. Product: [F:31][C:11]1[CH:12]=[C:13]([O:17][C@H:18]2[CH2:24][CH2:23][CH2:22][CH2:21][CH2:20][C@@H:19]2[C:25]2[N:29]([CH3:30])[N:28]=[CH:27][CH:26]=2)[C:14]([F:16])=[CH:15][C:10]=1[S:7]([NH:6][C:32]1[S:36][N:35]=[CH:34][N:33]=1)(=[O:8])=[O:9]. The catalyst class is: 4. (8) Reactant: [CH3:1][S:2][C:3]1[CH:8]=[CH:7][C:6]([CH:9]2[CH2:14][C:13](=[O:15])[CH2:12][C:11](=[O:16])[CH2:10]2)=[CH:5][CH:4]=1.[Br:17]Br. Product: [Br:17][CH:12]1[C:11](=[O:16])[CH2:10][CH:9]([C:6]2[CH:5]=[CH:4][C:3]([S:2][CH3:1])=[CH:8][CH:7]=2)[CH2:14][C:13]1=[O:15]. The catalyst class is: 52.